From a dataset of Full USPTO retrosynthesis dataset with 1.9M reactions from patents (1976-2016). Predict the reactants needed to synthesize the given product. (1) Given the product [Br:3][C:4]1[N:5]([CH2:24][C:25]([O:27][C:28]([CH3:31])([CH3:30])[CH3:29])=[O:26])[C:6]2[C:11]([C:12]=1[CH:13]1[CH2:18][CH2:17][CH2:16][CH2:15][CH2:14]1)=[CH:10][CH:9]=[C:8]([C:19]([O:21][CH3:22])=[O:20])[CH:7]=2, predict the reactants needed to synthesize it. The reactants are: [H-].[Na+].[Br:3][C:4]1[NH:5][C:6]2[C:11]([C:12]=1[CH:13]1[CH2:18][CH2:17][CH2:16][CH2:15][CH2:14]1)=[CH:10][CH:9]=[C:8]([C:19]([O:21][CH3:22])=[O:20])[CH:7]=2.Br[CH2:24][C:25]([O:27][C:28]([CH3:31])([CH3:30])[CH3:29])=[O:26]. (2) Given the product [Cl:24][C:21]1[CH:20]=[CH:19][C:18]([C:12]2[C:11]3[CH2:10][CH2:9][NH:8][CH2:17][CH2:16][C:15]=3[N:14]([CH2:26][CH2:27][CH:28]([CH3:30])[CH3:29])[N:13]=2)=[CH:23][CH:22]=1, predict the reactants needed to synthesize it. The reactants are: C(OC([N:8]1[CH2:17][CH2:16][C:15]2[NH:14][N:13]=[C:12]([C:18]3[CH:23]=[CH:22][C:21]([Cl:24])=[CH:20][CH:19]=3)[C:11]=2[CH2:10][CH2:9]1)=O)(C)(C)C.Br[CH2:26][CH2:27][CH:28]([CH3:30])[CH3:29].